Task: Predict which catalyst facilitates the given reaction.. Dataset: Catalyst prediction with 721,799 reactions and 888 catalyst types from USPTO (1) Reactant: [H-].[Na+].[C:3]([O:7][CH2:8][CH3:9])(=[O:6])[CH2:4][OH:5].Cl[C:11]1[C:16]([C:17]([O:19][CH2:20][CH3:21])=[O:18])=[CH:15][N:14]=[CH:13][N:12]=1.C(O)(=O)C. Product: [CH2:8]([O:7][C:3]([CH2:4][O:5][C:15]1[C:16]([C:17]([O:19][CH2:20][CH3:21])=[O:18])=[CH:11][N:12]=[CH:13][N:14]=1)=[O:6])[CH3:9]. The catalyst class is: 1. (2) Reactant: [F:1][C:2]([F:12])([F:11])[O:3][C:4]1[CH:5]=[C:6](Br)[CH:7]=[CH:8][CH:9]=1.[O:13]=[C:14]1[CH2:17][C:16]2([CH2:22][CH2:21][N:20]([C:23]([O:25][C:26]([CH3:29])([CH3:28])[CH3:27])=[O:24])[CH2:19][CH2:18]2)[CH2:15]1. Product: [OH:13][C:14]1([C:6]2[CH:7]=[CH:8][CH:9]=[C:4]([O:3][C:2]([F:12])([F:11])[F:1])[CH:5]=2)[CH2:17][C:16]2([CH2:22][CH2:21][N:20]([C:23]([O:25][C:26]([CH3:29])([CH3:28])[CH3:27])=[O:24])[CH2:19][CH2:18]2)[CH2:15]1. The catalyst class is: 1. (3) Reactant: [OH:1][C:2]1[CH:7]=[CH:6][C:5]([C:8]2[O:12][N:11]=[C:10]([C:13]3[CH:21]=[CH:20][C:19]4[NH:18][C:17]5[CH:22]([CH2:25][C:26]([O:28]CC)=[O:27])[CH2:23][CH2:24][C:16]=5[C:15]=4[CH:14]=3)[N:9]=2)=[CH:4][C:3]=1[CH3:31].[Li+].[OH-]. Product: [OH:1][C:2]1[CH:7]=[CH:6][C:5]([C:8]2[O:12][N:11]=[C:10]([C:13]3[CH:21]=[CH:20][C:19]4[NH:18][C:17]5[CH:22]([CH2:25][C:26]([OH:28])=[O:27])[CH2:23][CH2:24][C:16]=5[C:15]=4[CH:14]=3)[N:9]=2)=[CH:4][C:3]=1[CH3:31]. The catalyst class is: 36. (4) Product: [CH3:40][O:32][CH:31]([C:33]1[CH:38]=[CH:37][CH:36]=[CH:35][CH:34]=1)[CH2:30][N:12]([CH3:11])[CH2:13][C:14]1[CH:15]=[CH:16][C:17]([C:20]2[CH:25]=[CH:24][CH:23]=[CH:22][C:21]=2[C:26]([F:28])([F:29])[F:27])=[CH:18][CH:19]=1. The catalyst class is: 1. Reactant: C[Si]([N-][Si](C)(C)C)(C)C.[K+].[CH3:11][N:12]([CH2:30][CH:31]([C:33]1[CH:38]=[CH:37][CH:36]=[CH:35][CH:34]=1)[OH:32])[CH2:13][C:14]1[CH:19]=[CH:18][C:17]([C:20]2[CH:25]=[CH:24][CH:23]=[CH:22][C:21]=2[C:26]([F:29])([F:28])[F:27])=[CH:16][CH:15]=1.I[CH3:40]. (5) Reactant: Cl[CH2:2][CH2:3][CH2:4][Si:5]([O:12][CH2:13]C)([O:9][CH2:10]C)[O:6][CH2:7]C.[N-:15]=[N+:16]=[N-:17].[Na+]. Product: [N:15]([CH2:2][CH2:3][CH2:4][Si:5]([O:12][CH3:13])([O:9][CH3:10])[O:6][CH3:7])=[N+:16]=[N-:17]. The catalyst class is: 3. (6) Reactant: [CH3:1][NH:2][CH:3]1[C:12]2[N:11]=[CH:10][CH:9]=[CH:8][C:7]=2[CH2:6][CH2:5][CH2:4]1.[Br:13][C:14]1[N:19]2[CH:20]=[C:21]([CH:23]=O)[N:22]=[C:18]2[CH:17]=[CH:16][CH:15]=1.C(O)(=O)C.C(O[BH-](OC(=O)C)OC(=O)C)(=O)C.[Na+]. Product: [Br:13][C:14]1[N:19]2[CH:20]=[C:21]([CH2:23][N:2]([CH3:1])[CH:3]3[C:12]4[N:11]=[CH:10][CH:9]=[CH:8][C:7]=4[CH2:6][CH2:5][CH2:4]3)[N:22]=[C:18]2[CH:17]=[CH:16][CH:15]=1. The catalyst class is: 68. (7) Reactant: [N+:1]([C:4]1[CH:19]=[CH:18][C:7]([O:8][C:9]2[CH:14]=[CH:13][N:12]=[C:11]3[NH:15][CH:16]=[CH:17][C:10]=23)=[CH:6][CH:5]=1)([O-])=O.[Cl-].[NH4+].CN(C)C=O.C(O)C. Product: [NH:15]1[C:11]2=[N:12][CH:13]=[CH:14][C:9]([O:8][C:7]3[CH:18]=[CH:19][C:4]([NH2:1])=[CH:5][CH:6]=3)=[C:10]2[CH:17]=[CH:16]1. The catalyst class is: 150. (8) Reactant: [NH:1]1[CH2:6][CH2:5][CH2:4][CH2:3][C@@H:2]1[CH2:7][O:8][C:9]1[CH:18]=[CH:17][CH:16]=[C:15]2[C:10]=1[C:11]([NH:19][C:20]1[CH:21]=[C:22]3[C:26](=[CH:27][CH:28]=1)[N:25]([CH2:29][C:30]1[CH:35]=[CH:34][CH:33]=[CH:32][N:31]=1)[CH:24]=[CH:23]3)=[N:12][CH:13]=[N:14]2.F[C:37](F)(F)[C:38]([OH:40])=O.[OH:43]C[C@H]1CCCCN1C(OC(C)(C)C)=O.CC[NH+](CC)CC.CC[NH+](CC)CC.C([O-])([O-])=O. Product: [O:43]=[C:37]([N:1]1[CH2:6][CH2:5][CH2:4][CH2:3][C@@H:2]1[CH2:7][O:8][C:9]1[CH:18]=[CH:17][CH:16]=[C:15]2[C:10]=1[C:11]([NH:19][C:20]1[CH:21]=[C:22]3[C:26](=[CH:27][CH:28]=1)[N:25]([CH2:29][C:30]1[CH:35]=[CH:34][CH:33]=[CH:32][N:31]=1)[CH:24]=[CH:23]3)=[N:12][CH:13]=[N:14]2)[CH2:38][OH:40]. The catalyst class is: 61. (9) Reactant: [Cl-].[CH3:2][O:3][CH2:4][P+](C1C=CC=CC=1)(C1C=CC=CC=1)C1C=CC=CC=1.[Li]CCCC.[Br:29][C:30]1[C:31]([CH3:38])=[C:32]([CH:35]=[CH:36][CH:37]=1)[CH:33]=O. Product: [CH3:2][O:3]/[CH:4]=[CH:33]/[C:32]1[CH:35]=[CH:36][CH:37]=[C:30]([Br:29])[C:31]=1[CH3:38]. The catalyst class is: 7. (10) Reactant: Cl[C:2]1[C:11]2[C:6](=[CH:7][C:8]([CH3:12])=[CH:9][CH:10]=2)[N:5]=[C:4]([C:13]2[CH:18]=[CH:17][CH:16]=[CH:15][C:14]=2[OH:19])[N:3]=1.[CH2:20]([N:27]1[CH2:32][CH2:31][NH:30][C@@H:29]([CH:33]([CH3:35])[CH3:34])[CH2:28]1)[C:21]1[CH:26]=[CH:25][CH:24]=[CH:23][CH:22]=1.C(N(CC)CC)C. Product: [CH2:20]([N:27]1[CH2:32][CH2:31][N:30]([C:2]2[C:11]3[C:6](=[CH:7][C:8]([CH3:12])=[CH:9][CH:10]=3)[N:5]=[C:4]([C:13]3[CH:18]=[CH:17][CH:16]=[CH:15][C:14]=3[OH:19])[N:3]=2)[C@@H:29]([CH:33]([CH3:35])[CH3:34])[CH2:28]1)[C:21]1[CH:22]=[CH:23][CH:24]=[CH:25][CH:26]=1. The catalyst class is: 3.